Dataset: Full USPTO retrosynthesis dataset with 1.9M reactions from patents (1976-2016). Task: Predict the reactants needed to synthesize the given product. (1) The reactants are: [C:1]1(=O)[CH2:8][CH2:7][CH2:6][CH2:5][CH2:4][CH2:3][C:2]1=O.COP([CH2:17][C:18]([C:20]1[CH:25]=[C:24]([F:26])[CH:23]=[CH:22][C:21]=1[C:27]([F:30])([F:29])[F:28])=O)(=O)OC.O.[NH2:32][NH2:33]. Given the product [F:26][C:24]1[CH:23]=[CH:22][C:21]([C:27]([F:30])([F:29])[F:28])=[C:20]([C:18]2[N:33]=[N:32][C:2]3[CH2:3][CH2:4][CH2:5][CH2:6][CH2:7][CH2:8][C:1]=3[CH:17]=2)[CH:25]=1, predict the reactants needed to synthesize it. (2) Given the product [CH2:1]([O:3][C:4](=[O:11])[C:5](=[N:23][NH:22][CH2:21][CH2:20][CH:19]([CH3:24])[CH3:18])[CH:6]=[C:7]([CH3:9])[CH3:8])[CH3:2], predict the reactants needed to synthesize it. The reactants are: [CH2:1]([O:3][C:4](=[O:11])[C:5](=O)[CH:6]=[C:7]([CH3:9])[CH3:8])[CH3:2].C(O)(=O)C(O)=O.[CH3:18][CH:19]([CH3:24])[CH2:20][CH2:21][NH:22][NH2:23]. (3) Given the product [C:9]1([CH2:8][O:7][CH2:6][CH2:5][CH2:4][CH2:3][CH2:2][N:29]2[C:25](=[O:35])[C:26]3[C:27](=[CH:31][CH:32]=[CH:33][CH:34]=3)[C:28]2=[O:30])[C:22]2[C:23]3=[C:24]4[C:19](=[CH:20][CH:21]=2)[CH:18]=[CH:17][CH:16]=[C:15]4[CH:14]=[CH:13][C:12]3=[CH:11][CH:10]=1, predict the reactants needed to synthesize it. The reactants are: Br[CH2:2][CH2:3][CH2:4][CH2:5][CH2:6][O:7][CH2:8][C:9]1[C:22]2[C:23]3=[C:24]4[C:19](=[CH:20][CH:21]=2)[CH:18]=[CH:17][CH:16]=[C:15]4[CH:14]=[CH:13][C:12]3=[CH:11][CH:10]=1.[C:25]1(=[O:35])[NH:29][C:28](=[O:30])[C:27]2=[CH:31][CH:32]=[CH:33][CH:34]=[C:26]12.C(=O)([O-])[O-].[K+].[K+]. (4) Given the product [F:38][CH:4]([F:3])[O:5][C:6]12[CH2:15][CH:10]3[CH2:11][CH:12]([CH2:14][CH:8]([CH:9]3[NH:16][C:17]([C:19]3[CH:20]=[N:21][N:22]([C:28]4[CH:37]=[CH:36][C:31]([C:32]([OH:34])=[O:33])=[CH:30][CH:29]=4)[C:23]=3[S:24][CH2:25][CH2:26][CH3:27])=[O:18])[CH2:7]1)[CH2:13]2, predict the reactants needed to synthesize it. The reactants are: [OH-].[Na+].[F:3][CH:4]([F:38])[O:5][C:6]12[CH2:15][CH:10]3[CH2:11][CH:12]([CH2:14][CH:8]([CH:9]3[NH:16][C:17]([C:19]3[CH:20]=[N:21][N:22]([C:28]4[CH:37]=[CH:36][C:31]([C:32]([O:34]C)=[O:33])=[CH:30][CH:29]=4)[C:23]=3[S:24][CH2:25][CH2:26][CH3:27])=[O:18])[CH2:7]1)[CH2:13]2. (5) Given the product [F:30][C:24]1[CH:25]=[CH:26][CH:27]=[C:28]([F:29])[C:23]=1[N:18]1[C:17]2[N:31]=[C:13]([NH:12][CH2:11][CH2:10][NH:6][CH3:5])[N:14]=[C:15]([C:32]3[CH:37]=[C:36]([CH:35]=[CH:34][C:33]=3[CH3:44])[C:38]([NH:40][CH:41]([CH3:42])[CH3:43])=[O:39])[C:16]=2[CH2:21][NH:20][C:19]1=[O:22], predict the reactants needed to synthesize it. The reactants are: CC([CH2:5][N:6]([CH2:10][CH2:11][NH:12][C:13]1[N:14]=[C:15]([C:32]2[CH:37]=[C:36]([C:38]([NH:40][CH:41]([CH3:43])[CH3:42])=[O:39])[CH:35]=[CH:34][C:33]=2[CH3:44])[C:16]2[CH2:21][NH:20][C:19](=[O:22])[N:18]([C:23]3[C:28]([F:29])=[CH:27][CH:26]=[CH:25][C:24]=3[F:30])[C:17]=2[N:31]=1)C(=O)[O-])(C)C.C(O)(C(F)(F)F)=O. (6) Given the product [Br:1][C:2]1[CH:3]=[CH:4][C:5]([O:18][C:13]2[CH:14]=[CH:15][CH:16]=[CH:17][C:12]=2[Br:11])=[C:6]([CH:9]=1)[CH:7]=[O:8], predict the reactants needed to synthesize it. The reactants are: [Br:1][C:2]1[CH:3]=[CH:4][C:5](F)=[C:6]([CH:9]=1)[CH:7]=[O:8].[Br:11][C:12]1[CH:17]=[CH:16][CH:15]=[CH:14][C:13]=1[OH:18].C(=O)([O-])[O-].[K+].[K+].